From a dataset of Reaction yield outcomes from USPTO patents with 853,638 reactions. Predict the reaction yield, written as a fraction of the theoretical maximum amount of product (1.0 means a 100% yield; for example, 0.34 means a 34% yield). (1) The reactants are [CH3:1][O:2][C:3](=[O:44])[CH2:4][CH2:5][C@H:6]([OH:43])[CH2:7][O:8][C:9]1[CH:14]=[CH:13][C:12]([C:15]([C:20]2[CH:25]=[CH:24][C:23]([CH2:26][CH2:27][CH:28]([O:33][Si:34]([C:37]([CH3:40])([CH3:39])[CH3:38])([CH3:36])[CH3:35])[C:29]([CH3:32])([CH3:31])[CH3:30])=[C:22]([CH3:41])[CH:21]=2)([CH2:18][CH3:19])[CH2:16][CH3:17])=[CH:11][C:10]=1[CH3:42].CC(OI1(OC(C)=O)(OC(C)=O)OC(=O)C2C=CC=CC1=2)=O.C(OCC)(=O)C. The catalyst is ClCCl. The product is [CH3:1][O:2][C:3](=[O:44])[CH2:4][CH2:5][C:6](=[O:43])[CH2:7][O:8][C:9]1[CH:14]=[CH:13][C:12]([C:15]([C:20]2[CH:25]=[CH:24][C:23]([CH2:26][CH2:27][CH:28]([O:33][Si:34]([C:37]([CH3:40])([CH3:39])[CH3:38])([CH3:35])[CH3:36])[C:29]([CH3:30])([CH3:31])[CH3:32])=[C:22]([CH3:41])[CH:21]=2)([CH2:16][CH3:17])[CH2:18][CH3:19])=[CH:11][C:10]=1[CH3:42]. The yield is 0.970. (2) The reactants are [Br:1][C:2]1[CH:8]=[CH:7][C:5]([NH2:6])=[CH:4][CH:3]=1.[Cl:9][C:10]1[CH:18]=[CH:17][C:13]([C:14](Cl)=[O:15])=[CH:12][C:11]=1[N+:19]([O-:21])=[O:20].C(N(CC)C(C)C)(C)C. The catalyst is C(Cl)Cl. The product is [Br:1][C:2]1[CH:8]=[CH:7][C:5]([NH:6][C:14](=[O:15])[C:13]2[CH:17]=[CH:18][C:10]([Cl:9])=[C:11]([N+:19]([O-:21])=[O:20])[CH:12]=2)=[CH:4][CH:3]=1. The yield is 0.960. (3) The reactants are COC(=O)[NH:4][CH2:5][C@H:6]([CH2:11][C:12](=[O:14])N)[CH2:7][CH:8]([CH3:10])[CH3:9].[OH-:16].[Na+]. The catalyst is Cl. The product is [CH3:9][CH:8]([CH2:7][C@H:6]([CH2:5][NH2:4])[CH2:11][C:12]([OH:14])=[O:16])[CH3:10]. The yield is 0.215. (4) The reactants are [O:1]1[CH2:6][CH2:5][CH2:4][CH2:3][CH:2]1[O:7][CH2:8][CH2:9][OH:10].[H-].[Na+].F[C:14]1[CH:19]=[C:18]([F:20])[CH:17]=[CH:16][N:15]=1. The catalyst is C1COCC1. The product is [F:20][C:18]1[CH:17]=[CH:16][N:15]=[C:14]([O:10][CH2:9][CH2:8][O:7][CH:2]2[CH2:3][CH2:4][CH2:5][CH2:6][O:1]2)[CH:19]=1. The yield is 0.430. (5) The reactants are [C:1]([C:3]1[CH:8]=[CH:7][CH:6]=[CH:5][C:4]=1[C:9]1[CH:14]=[CH:13][C:12]([CH2:15][C:16]2[C:17](=[O:41])[N:18]([C@H:28]3[CH2:33][CH2:32][C@H:31]([O:34][CH2:35]C(OCC)=O)[CH2:30][CH2:29]3)[C:19]3[N:20]([N:25]=[CH:26][CH:27]=3)[C:21]=2[CH2:22][CH2:23][CH3:24])=[C:11]([O:42][CH3:43])[CH:10]=1)#[N:2].[CH3:44][Mg]Br.C([O:50][CH2:51][CH3:52])(=O)C. The catalyst is O1CCCC1. The product is [OH:50][C:51]([CH3:52])([CH3:44])[CH2:35][O:34][C@H:31]1[CH2:32][CH2:33][C@H:28]([N:18]2[C:17](=[O:41])[C:16]([CH2:15][C:12]3[CH:13]=[CH:14][C:9]([C:4]4[C:3]([C:1]#[N:2])=[CH:8][CH:7]=[CH:6][CH:5]=4)=[CH:10][C:11]=3[O:42][CH3:43])=[C:21]([CH2:22][CH2:23][CH3:24])[N:20]3[N:25]=[CH:26][CH:27]=[C:19]23)[CH2:29][CH2:30]1. The yield is 0.870.